This data is from Catalyst prediction with 721,799 reactions and 888 catalyst types from USPTO. The task is: Predict which catalyst facilitates the given reaction. (1) Reactant: [CH:1]([NH:4][S:5]([C:8]1[CH:9]=[C:10]([CH:14]2[C:23]([CH3:25])([CH3:24])[CH2:22][C:21]3[C:16](=[CH:17][CH:18]=[C:19]([C:26]([O:28]C)=[O:27])[CH:20]=3)[NH:15]2)[CH:11]=[CH:12][CH:13]=1)(=[O:7])=[O:6])([CH3:3])[CH3:2].[OH-].[Na+]. Product: [CH:1]([NH:4][S:5]([C:8]1[CH:9]=[C:10]([CH:14]2[C:23]([CH3:24])([CH3:25])[CH2:22][C:21]3[C:16](=[CH:17][CH:18]=[C:19]([C:26]([OH:28])=[O:27])[CH:20]=3)[NH:15]2)[CH:11]=[CH:12][CH:13]=1)(=[O:6])=[O:7])([CH3:3])[CH3:2]. The catalyst class is: 111. (2) Reactant: F[C:2]1[C:9]([F:10])=[CH:8][CH:7]=[CH:6][C:3]=1[CH:4]=[O:5].[F:11][C@H:12]1[CH2:16][CH2:15][NH:14][CH2:13]1.C([O-])([O-])=O.[K+].[K+]. Product: [F:10][C:9]1[C:2]([N:14]2[CH2:15][CH2:16][CH:12]([F:11])[CH2:13]2)=[C:3]([CH:6]=[CH:7][CH:8]=1)[CH:4]=[O:5]. The catalyst class is: 155. (3) Product: [CH3:1][O:2][C:3]([C:5]1[CH:13]=[C:12]2[C:8]([C:9]3[C:17]([N:36]4[CH2:37][CH2:38][O:41][CH:40]([CH2:21][NH:25][C:26]([O:27][C:28]([CH3:31])([CH3:30])[CH3:29])=[O:32])[CH2:39]4)=[N:16][CH:15]=[N:14][C:10]=3[NH:11]2)=[CH:7][CH:6]=1)=[O:4]. Reactant: [CH3:1][O:2][C:3]([C:5]1[CH:13]=[C:12]2[C:8]([C:9]3[C:17](Cl)=[N:16][CH:15]=[N:14][C:10]=3[NH:11]2)=[CH:7][CH:6]=1)=[O:4].N1CCO[CH:21]([N:25](C)[C:26](=[O:32])[O:27][C:28]([CH3:31])([CH3:30])[CH3:29])C1.C([N:36]([CH2:39][CH3:40])[CH2:37][CH3:38])C.[OH2:41]. The catalyst class is: 37. (4) Reactant: F[C:2]1[CH:9]=[C:8]([C:10]([F:13])([F:12])[F:11])[CH:7]=[CH:6][C:3]=1[C:4]#[N:5].[OH:14][C:15]1[C:16]([O:23][CH3:24])=[C:17]([CH:20]=[CH:21][CH:22]=1)[CH:18]=[O:19].C(=O)([O-])[O-].[Cs+].[Cs+].O. Product: [CH:18]([C:17]1[C:16]([O:23][CH3:24])=[C:15]([CH:22]=[CH:21][CH:20]=1)[O:14][C:2]1[CH:9]=[C:8]([C:10]([F:13])([F:12])[F:11])[CH:7]=[CH:6][C:3]=1[C:4]#[N:5])=[O:19]. The catalyst class is: 3. (5) Reactant: [C:1]([O-:5])(=[O:4])[CH:2]=[CH2:3].C[CH:7]([CH2:10][CH2:11][CH2:12]N)[CH2:8][NH2:9]. Product: [NH2:9][CH2:8][CH2:7][CH2:3][CH2:2][CH2:1][OH:5].[C:1]([O:5][CH2:7][CH2:10][CH2:11][CH2:12][O:5][C:1](=[O:4])[CH:2]=[CH2:3])(=[O:4])[CH:2]=[CH2:3]. The catalyst class is: 305. (6) Reactant: [NH2:1][C:2]1[N:7]([CH3:8])[C:6](=[O:9])[CH:5]=[C:4]([CH2:10][CH2:11][C:12]2[CH:13]=[C:14]([C:18]3[CH:23]=[CH:22][C:21]([OH:24])=[CH:20][CH:19]=3)[CH:15]=[CH:16][CH:17]=2)[N:3]=1.C([O-])([O-])=O.[K+].[K+].Br[CH2:32][CH2:33][O:34][C:35](=[O:37])[CH3:36]. Product: [C:35]([O:34][CH2:33][CH2:32][O:24][C:21]1[CH:20]=[CH:19][C:18]([C:14]2[CH:15]=[CH:16][CH:17]=[C:12]([CH2:11][CH2:10][C:4]3[N:3]=[C:2]([NH2:1])[N:7]([CH3:8])[C:6](=[O:9])[CH:5]=3)[CH:13]=2)=[CH:23][CH:22]=1)(=[O:37])[CH3:36]. The catalyst class is: 3. (7) Reactant: [Cl:1][C:2]1[C:3]([C:9]2[CH:14]=[CH:13][C:12]([F:15])=[C:11]([NH:16][CH2:17][CH:18]3[CH2:23][O:22][C:21]([CH3:25])([CH3:24])[CH2:20][O:19]3)[N:10]=2)=[CH:4][C:5](F)=[N:6][CH:7]=1.[OH-].[NH4+:27]. Product: [Cl:1][C:2]1[C:3]([C:9]2[CH:14]=[CH:13][C:12]([F:15])=[C:11]([NH:16][CH2:17][CH:18]3[CH2:23][O:22][C:21]([CH3:25])([CH3:24])[CH2:20][O:19]3)[N:10]=2)=[CH:4][C:5]([NH2:27])=[N:6][CH:7]=1. The catalyst class is: 197. (8) Reactant: C[O:2][C:3](=O)/[CH:4]=[CH:5]/[C:6]1[CH:11]=[CH:10][C:9]([CH2:12][N:13]2[C:17]3=[N:18][C:19]([CH3:23])=[CH:20][C:21]([CH3:22])=[C:16]3[N:15]=[C:14]2[CH2:24][CH2:25][CH3:26])=[CH:8][CH:7]=1.CC(C[AlH]CC(C)C)C. Product: [CH3:23][C:19]1[N:18]=[C:17]2[N:13]([CH2:12][C:9]3[CH:8]=[CH:7][C:6](/[CH:5]=[CH:4]/[CH2:3][OH:2])=[CH:11][CH:10]=3)[C:14]([CH2:24][CH2:25][CH3:26])=[N:15][C:16]2=[C:21]([CH3:22])[CH:20]=1. The catalyst class is: 2. (9) Reactant: [NH2:1][C:2]1[N:7]=[C:6]([Cl:8])[CH:5]=[C:4](Cl)[N:3]=1.[N+:10]([C:13]1[CH:18]=[CH:17][C:16]([OH:19])=[CH:15][CH:14]=1)([O-:12])=[O:11].C(=O)([O-])[O-].[K+].[K+]. Product: [Cl:8][C:6]1[CH:5]=[C:4]([O:19][C:16]2[CH:17]=[CH:18][C:13]([N+:10]([O-:12])=[O:11])=[CH:14][CH:15]=2)[N:3]=[C:2]([NH2:1])[N:7]=1. The catalyst class is: 9. (10) Reactant: [N:1]1[C:10]2[C:5](=[CH:6][C:7]([C:11]([O:13][CH3:14])=[O:12])=[CH:8][CH:9]=2)[CH:4]=[CH:3][CH:2]=1.C1C=C(Cl)C=C(C(OO)=[O:23])C=1.C([O-])(O)=O.[Na+]. Product: [CH3:14][O:13][C:11]([C:7]1[CH:6]=[C:5]2[C:10](=[CH:9][CH:8]=1)[N+:1]([O-:23])=[CH:2][CH:3]=[CH:4]2)=[O:12]. The catalyst class is: 2.